This data is from KCNQ2 potassium channel screen with 302,405 compounds. The task is: Binary Classification. Given a drug SMILES string, predict its activity (active/inactive) in a high-throughput screening assay against a specified biological target. (1) The drug is Fc1cc(Nc2ncnc3n(ncc23)c2ccccc2)ccc1. The result is 0 (inactive). (2) The drug is o1c2c(c(c1C(OCc1oc(nn1)c1ccccc1)=O)C)cc(OC)cc2. The result is 0 (inactive).